Dataset: Full USPTO retrosynthesis dataset with 1.9M reactions from patents (1976-2016). Task: Predict the reactants needed to synthesize the given product. (1) Given the product [Br:1][C:2]1[CH:7]=[CH:6][CH:5]=[C:4]([CH3:8])[C:3]=1[O:9][CH3:12], predict the reactants needed to synthesize it. The reactants are: [Br:1][C:2]1[CH:7]=[CH:6][CH:5]=[C:4]([CH3:8])[C:3]=1[OH:9].IC.[C:12](=O)([O-])[O-].[K+].[K+].[Cl-].[NH4+]. (2) Given the product [F:22][C:23]1[CH:24]=[C:25]([C:7]2[CH:8]=[CH:9][C:4]([CH2:1][CH2:2][CH3:3])=[CH:5][CH:6]=2)[CH:26]=[C:27]([F:29])[CH:28]=1, predict the reactants needed to synthesize it. The reactants are: [CH2:1]([C:4]1[CH:9]=[CH:8][C:7](Br)=[CH:6][CH:5]=1)[CH2:2][CH3:3].C(=O)([O-])[O-].[K+].[K+].C1COCC1.[F:22][C:23]1[CH:24]=[C:25](B(O)O)[CH:26]=[C:27]([F:29])[CH:28]=1. (3) Given the product [Cl:1][C:2]1[CH:7]=[CH:6][C:5]([Cl:8])=[CH:4][C:3]=1[C:10]#[CH:11], predict the reactants needed to synthesize it. The reactants are: [Cl:1][C:2]1[CH:7]=[CH:6][C:5]([Cl:8])=[CH:4][C:3]=1I.[C:10]([Si](C)(C)C)#[CH:11].CCCC[N+](CCCC)(CCCC)CCCC.[F-]. (4) Given the product [CH2:14]([O:21][C:22]1[CH:23]=[CH:24][C:25]([CH:28]2[C:37]3[C:32](=[CH:33][C:34]([O:38][CH3:39])=[CH:35][CH:36]=3)[CH2:31][CH2:30][N:29]2[C:6](=[O:11])[C:7]([F:8])([F:9])[F:10])=[CH:26][CH:27]=1)[C:15]1[CH:16]=[CH:17][CH:18]=[CH:19][CH:20]=1, predict the reactants needed to synthesize it. The reactants are: [F:8][C:7]([F:10])([F:9])[C:6](O[C:6](=[O:11])[C:7]([F:10])([F:9])[F:8])=[O:11].[CH2:14]([O:21][C:22]1[CH:27]=[CH:26][C:25]([CH:28]2[C:37]3[C:32](=[CH:33][C:34]([O:38][CH3:39])=[CH:35][CH:36]=3)[CH2:31][CH2:30][NH:29]2)=[CH:24][CH:23]=1)[C:15]1[CH:20]=[CH:19][CH:18]=[CH:17][CH:16]=1.CCN(CC)CC.